Dataset: Full USPTO retrosynthesis dataset with 1.9M reactions from patents (1976-2016). Task: Predict the reactants needed to synthesize the given product. (1) Given the product [CH3:25][C:24]1[CH:23]=[C:22]([O:5][C@H:6]2[CH2:10][CH2:9][O:8][CH2:7]2)[CH:21]=[C:20]([CH3:27])[C:19]=1[C:15]1[CH:16]=[CH:17][CH:18]=[C:13]([CH2:12][OH:11])[CH:14]=1, predict the reactants needed to synthesize it. The reactants are: CS([O:5][C@@H:6]1[CH2:10][CH2:9][O:8][CH2:7]1)(=O)=O.[OH:11][CH2:12][C:13]1[CH:14]=[C:15]([C:19]2[C:24]([CH3:25])=[CH:23][C:22](O)=[CH:21][C:20]=2[CH3:27])[CH:16]=[CH:17][CH:18]=1.C(=O)([O-])[O-].[Cs+].[Cs+]. (2) Given the product [ClH:12].[CH2:1]([NH:5][CH2:11][CH2:10][CH2:9][SiH3:8])[CH2:2][CH2:3][CH3:4], predict the reactants needed to synthesize it. The reactants are: [CH2:1]([NH2:5])[CH2:2][CH2:3][CH3:4].CO[Si:8](OC)(OC)[CH2:9][CH2:10][CH2:11][Cl:12].Cl. (3) Given the product [CH3:17][N:18]1[C:22]2[CH:23]=[CH:24][C:25]([O:27][C:2]3[CH:3]=[CH:4][C:5]4[N:6]([CH:8]=[C:9]([NH:11][C:12]([CH:14]5[CH2:16][CH2:15]5)=[O:13])[N:10]=4)[N:7]=3)=[CH:26][C:21]=2[N:20]=[C:19]1[CH3:28], predict the reactants needed to synthesize it. The reactants are: I[C:2]1[CH:3]=[CH:4][C:5]2[N:6]([CH:8]=[C:9]([NH:11][C:12]([CH:14]3[CH2:16][CH2:15]3)=[O:13])[N:10]=2)[N:7]=1.[CH3:17][N:18]1[C:22]2[CH:23]=[CH:24][C:25]([OH:27])=[CH:26][C:21]=2[N:20]=[C:19]1[CH3:28].C(=O)([O-])[O-].[K+].[K+]. (4) The reactants are: [NH:1]1[C:9]2[C:4](=[CH:5][C:6]([C:10]([O:12][C:13]([CH3:16])([CH3:15])[CH3:14])=[O:11])=[CH:7][CH:8]=2)[CH:3]=[CH:2]1.[C:17]([C:19]1[CH:20]=[C:21]([CH2:26][C:27]([O:29][CH3:30])=[O:28])[CH:22]=[CH:23][C:24]=1F)#[N:18].C(=O)([O-])[O-].[K+].[K+]. Given the product [C:17]([C:19]1[CH:20]=[C:21]([CH2:26][C:27]([O:29][CH3:30])=[O:28])[CH:22]=[CH:23][C:24]=1[N:1]1[C:9]2[C:4](=[CH:5][C:6]([C:10]([O:12][C:13]([CH3:16])([CH3:15])[CH3:14])=[O:11])=[CH:7][CH:8]=2)[CH:3]=[CH:2]1)#[N:18], predict the reactants needed to synthesize it.